This data is from Full USPTO retrosynthesis dataset with 1.9M reactions from patents (1976-2016). The task is: Predict the reactants needed to synthesize the given product. (1) Given the product [S:30]1[CH:34]=[CH:33][CH:32]=[C:31]1[C:2]1[C:3]([NH:16][CH:17]2[CH2:22][CH2:21][N:20]([CH2:23][C:24]3[CH:29]=[CH:28][CH:27]=[CH:26][CH:25]=3)[CH2:19][CH2:18]2)=[N:4][C:5]([NH:8][CH2:9][C:10]2[CH:15]=[CH:14][N:13]=[CH:12][CH:11]=2)=[N:6][CH:7]=1, predict the reactants needed to synthesize it. The reactants are: Br[C:2]1[C:3]([NH:16][CH:17]2[CH2:22][CH2:21][N:20]([CH2:23][C:24]3[CH:29]=[CH:28][CH:27]=[CH:26][CH:25]=3)[CH2:19][CH2:18]2)=[N:4][C:5]([NH:8][CH2:9][C:10]2[CH:15]=[CH:14][N:13]=[CH:12][CH:11]=2)=[N:6][CH:7]=1.[S:30]1[CH:34]=[CH:33][CH:32]=[C:31]1B(O)O. (2) Given the product [CH3:1][C:2]1[CH:3]=[C:4]([O:15][C:16]2[C:25]3[C:20](=[CH:21][C:22]([O:28][CH2:36][CH2:37][OH:38])=[C:23]([O:26][CH3:27])[CH:24]=3)[N:19]=[CH:18][CH:17]=2)[C:5]([C:9]2[CH:10]=[CH:11][CH:12]=[CH:13][CH:14]=2)=[N:6][C:7]=1[CH3:8], predict the reactants needed to synthesize it. The reactants are: [CH3:1][C:2]1[CH:3]=[C:4]([O:15][C:16]2[C:25]3[C:20](=[CH:21][C:22]([OH:28])=[C:23]([O:26][CH3:27])[CH:24]=3)[N:19]=[CH:18][CH:17]=2)[C:5]([C:9]2[CH:14]=[CH:13][CH:12]=[CH:11][CH:10]=2)=[N:6][C:7]=1[CH3:8].C(=O)([O-])[O-].[K+].[K+].Br[CH2:36][CH2:37][OH:38]. (3) Given the product [F:1][C:2]1[CH:3]=[C:4]2[C:8](=[CH:9][CH:10]=1)[N:7]([CH3:43])[C:6]([C:11]1[CH:12]=[C:13]([C:17]3[N:18]([CH2:30][C:31]4[C:36]([F:37])=[CH:35][C:34]([F:38])=[CH:33][C:32]=4[F:39])[N:19]=[C:20]4[C:25]=3[CH:24]=[CH:23][CH:22]=[C:21]4[C:26]([F:27])([F:28])[F:29])[CH:14]=[CH:15][CH:16]=1)=[CH:5]2, predict the reactants needed to synthesize it. The reactants are: [F:1][C:2]1[CH:3]=[C:4]2[C:8](=[CH:9][CH:10]=1)[NH:7][C:6]([C:11]1[CH:12]=[C:13]([C:17]3[N:18]([CH2:30][C:31]4[C:36]([F:37])=[CH:35][C:34]([F:38])=[CH:33][C:32]=4[F:39])[N:19]=[C:20]4[C:25]=3[CH:24]=[CH:23][CH:22]=[C:21]4[C:26]([F:29])([F:28])[F:27])[CH:14]=[CH:15][CH:16]=1)=[CH:5]2.[H-].[Na+].I[CH3:43]. (4) Given the product [CH3:15][O:16][NH:17][S:10]([C:5]1[CH:6]=[CH:7][CH:8]=[CH:9][C:4]=1[N+:1]([O-:3])=[O:2])(=[O:12])=[O:11], predict the reactants needed to synthesize it. The reactants are: [N+:1]([C:4]1[CH:9]=[CH:8][CH:7]=[CH:6][C:5]=1[S:10](Cl)(=[O:12])=[O:11])([O-:3])=[O:2].Cl.[CH3:15][O:16][NH2:17].O.Cl. (5) Given the product [C:1]([N:4]([C:8]1[C:12]2[CH:13]=[C:14]([NH2:17])[CH:15]=[CH:16][C:11]=2[S:10][N:9]=1)[C:5](=[O:7])[CH3:6])(=[O:3])[CH3:2], predict the reactants needed to synthesize it. The reactants are: [C:1]([N:4]([C:8]1[C:12]2[CH:13]=[C:14]([N+:17]([O-])=O)[CH:15]=[CH:16][C:11]=2[S:10][N:9]=1)[C:5](=[O:7])[CH3:6])(=[O:3])[CH3:2].C(O)(=O)C.C(=O)(O)[O-].[Na+]. (6) The reactants are: [C:1]([O:5][C:6]([N:8]1[C:12]2[CH:13]=[CH:14][CH:15]=[CH:16][C:11]=2[N:10]=[C:9]1Cl)=[O:7])([CH3:4])([CH3:3])[CH3:2].[N:18]12[CH2:26][CH2:25][CH:22]([CH2:23][CH2:24]1)[NH:21][CH2:20][CH2:19]2.C1(P(C2C=CC=CC=2)C2C=CC3C(=CC=CC=3)C=2C2C3C(=CC=CC=3)C=CC=2P(C2C=CC=CC=2)C2C=CC=CC=2)C=CC=CC=1.CC(C)([O-])C.[Na+]. Given the product [C:1]([O:5][C:6]([N:8]1[C:12]2[CH:13]=[CH:14][CH:15]=[CH:16][C:11]=2[N:10]=[C:9]1[N:21]1[CH:22]2[CH2:25][CH2:26][N:18]([CH2:24][CH2:23]2)[CH2:19][CH2:20]1)=[O:7])([CH3:4])([CH3:3])[CH3:2], predict the reactants needed to synthesize it.